Dataset: Catalyst prediction with 721,799 reactions and 888 catalyst types from USPTO. Task: Predict which catalyst facilitates the given reaction. (1) Reactant: [Br:1][C:2]1[CH:7]=[CH:6][C:5]([C:8]2[N:9]=[C:10]([N:13]3[C@H:17]([C:18](OC)=[O:19])[CH2:16][O:15][C:14]3=[O:22])[S:11][CH:12]=2)=[CH:4][CH:3]=1.[BH4-].[Li+]. Product: [Br:1][C:2]1[CH:7]=[CH:6][C:5]([C:8]2[N:9]=[C:10]([N:13]3[C@H:17]([CH2:18][OH:19])[CH2:16][O:15][C:14]3=[O:22])[S:11][CH:12]=2)=[CH:4][CH:3]=1. The catalyst class is: 7. (2) Reactant: Br[C:2]1[CH:3]=[C:4]([CH:16]=[CH:17][C:18]=1[Cl:19])[CH2:5][C:6]1([C:9]([O:11][C:12]([CH3:15])([CH3:14])[CH3:13])=[O:10])[CH2:8][CH2:7]1.[CH2:20]([NH2:27])[C:21]1[CH:26]=[CH:25][CH:24]=[CH:23][CH:22]=1.CC(C)([O-])C.[Na+].C1(P(C2C=CC=CC=2)C2C=CC3C(=CC=CC=3)C=2C2C3C(=CC=CC=3)C=CC=2P(C2C=CC=CC=2)C2C=CC=CC=2)C=CC=CC=1. Product: [CH2:20]([NH:27][C:2]1[CH:3]=[C:4]([CH:16]=[CH:17][C:18]=1[Cl:19])[CH2:5][C:6]1([C:9]([O:11][C:12]([CH3:15])([CH3:14])[CH3:13])=[O:10])[CH2:8][CH2:7]1)[C:21]1[CH:26]=[CH:25][CH:24]=[CH:23][CH:22]=1. The catalyst class is: 187. (3) Reactant: [Br:1][C:2]1[CH:7]=[CH:6][C:5]([NH2:8])=[CH:4][N:3]=1.N1C=CC=CC=1.[C:15]1([O:21][C:22](Cl)=[O:23])[CH:20]=[CH:19][CH:18]=[CH:17][CH:16]=1. Product: [Br:1][C:2]1[N:3]=[CH:4][C:5]([NH:8][C:22](=[O:23])[O:21][C:15]2[CH:20]=[CH:19][CH:18]=[CH:17][CH:16]=2)=[CH:6][CH:7]=1. The catalyst class is: 1. (4) Reactant: OC1C(=O)NN=C(CCC2C=CC=CC=2)C=1.C([O:24][C:25]1[N:26]=[N:27][C:28]([CH2:39][C:40]2[CH:45]=[CH:44][CH:43]=[C:42]([F:46])[CH:41]=2)=[CH:29][C:30]=1[O:31]CC1C=CC=CC=1)C1C=CC=CC=1. Product: [F:46][C:42]1[CH:41]=[C:40]([CH:45]=[CH:44][CH:43]=1)[CH2:39][C:28]1[CH:29]=[C:30]([OH:31])[C:25](=[O:24])[NH:26][N:27]=1. The catalyst class is: 8. (5) Reactant: [Cl:1][C:2]1[S:6][C:5]([C:7]2[O:11][N:10]=[C:9]([C:12](O)=[O:13])[CH:8]=2)=[CH:4][CH:3]=1.B.O1CCCC1. Product: [Cl:1][C:2]1[S:6][C:5]([C:7]2[O:11][N:10]=[C:9]([CH2:12][OH:13])[CH:8]=2)=[CH:4][CH:3]=1. The catalyst class is: 7. (6) Reactant: [N+:1](/[CH:4]=[CH:5]/[CH:6]1[CH2:10][CH2:9][CH2:8][CH2:7]1)([O-:3])=[O:2].[N:11]1[CH:16]=[CH:15][CH:14]=[CH:13][C:12]=1[CH:17]=[O:18].CCOCC.[Na+].[Cl-]. Product: [CH:6]1([C@@H:5]([CH2:4][N+:1]([O-:3])=[O:2])[C:17]([C:12]2[CH:13]=[CH:14][CH:15]=[CH:16][N:11]=2)=[O:18])[CH2:10][CH2:9][CH2:8][CH2:7]1. The catalyst class is: 2. (7) Reactant: Br[C:2]1[C:3]([CH3:21])=[CH:4][C:5]2[S:9][CH2:8][CH:7]([C:10]3[CH:15]=[CH:14][C:13]([CH:16]([CH3:18])[CH3:17])=[CH:12][CH:11]=3)[C:6]=2[C:19]=1[CH3:20].[C:22](=[NH:35])([C:29]1[CH:34]=[CH:33][CH:32]=[CH:31][CH:30]=1)[C:23]1[CH:28]=[CH:27][CH:26]=[CH:25][CH:24]=1.C1C=CC(P(C2C(C3C(P(C4C=CC=CC=4)C4C=CC=CC=4)=CC=C4C=3C=CC=C4)=C3C(C=CC=C3)=CC=2)C2C=CC=CC=2)=CC=1.CC(C)([O-])C.[Na+]. Product: [C:29]1([C:22]([C:23]2[CH:24]=[CH:25][CH:26]=[CH:27][CH:28]=2)=[N:35][C:2]2[C:3]([CH3:21])=[CH:4][C:5]3[S:9][CH2:8][CH:7]([C:10]4[CH:15]=[CH:14][C:13]([CH:16]([CH3:18])[CH3:17])=[CH:12][CH:11]=4)[C:6]=3[C:19]=2[CH3:20])[CH:30]=[CH:31][CH:32]=[CH:33][CH:34]=1. The catalyst class is: 491. (8) Reactant: [C:1]1([CH:7]([C:13]2[CH:18]=[CH:17][CH:16]=[CH:15][CH:14]=2)[C:8]([O:10][CH2:11][CH3:12])=[O:9])[CH:6]=[CH:5][CH:4]=[CH:3][CH:2]=1.[O-]CC.[Na+].[C:23](#[N:26])[CH:24]=[CH2:25]. Product: [C:23]([CH2:24][CH2:25][C:7]([C:13]1[CH:18]=[CH:17][CH:16]=[CH:15][CH:14]=1)([C:1]1[CH:2]=[CH:3][CH:4]=[CH:5][CH:6]=1)[C:8]([O:10][CH2:11][CH3:12])=[O:9])#[N:26]. The catalyst class is: 12. (9) Reactant: C1C=CC(P(C2C(C3C(P(C4C=CC=CC=4)C4C=CC=CC=4)=CC=C4C=3C=CC=C4)=C3C(C=CC=C3)=CC=2)C2C=CC=CC=2)=CC=1.[CH3:47][O:48][C:49]1[CH:50]=[CH:51][C:52]2[NH:58][C:57](=[O:59])[N:56]([CH:60]3[CH2:65][CH2:64][NH:63][CH2:62][CH2:61]3)[CH2:55][CH2:54][C:53]=2[CH:66]=1.Br[C:68]1[CH:69]=[N+:70]([O-:86])[CH:71]=[C:72]([C:74]([N:76]2[C:84]3[C:79](=[CH:80][C:81]([F:85])=[CH:82][CH:83]=3)[CH2:78][CH2:77]2)=[O:75])[CH:73]=1.C(=O)([O-])[O-].[Cs+].[Cs+]. Product: [F:85][C:81]1[CH:80]=[C:79]2[C:84](=[CH:83][CH:82]=1)[N:76]([C:74]([C:72]1[CH:71]=[N+:70]([O-:86])[CH:69]=[C:68]([N:63]3[CH2:64][CH2:65][CH:60]([N:56]4[CH2:55][CH2:54][C:53]5[CH:66]=[C:49]([O:48][CH3:47])[CH:50]=[CH:51][C:52]=5[NH:58][C:57]4=[O:59])[CH2:61][CH2:62]3)[CH:73]=1)=[O:75])[CH2:77][CH2:78]2. The catalyst class is: 160.